Dataset: Full USPTO retrosynthesis dataset with 1.9M reactions from patents (1976-2016). Task: Predict the reactants needed to synthesize the given product. (1) Given the product [NH2:3][C:4]1[N:9]=[C:8]([NH:10][C@@H:11]([CH2:15][CH2:16][CH3:17])[CH2:12][CH2:13][OH:14])[C:7]([CH2:18][C:19]2[CH:20]=[C:21]([CH2:26][C:27]([O:35][CH3:31])=[O:1])[CH:22]=[CH:23][C:24]=2[F:25])=[C:6]([CH3:29])[N:5]=1, predict the reactants needed to synthesize it. The reactants are: [OH-:1].[K+].[NH2:3][C:4]1[N:9]=[C:8]([NH:10][C@@H:11]([CH2:15][CH2:16][CH3:17])[CH2:12][CH2:13][OH:14])[C:7]([CH2:18][C:19]2[CH:20]=[C:21]([CH2:26][C:27]#N)[CH:22]=[CH:23][C:24]=2[F:25])=[C:6]([CH3:29])[N:5]=1.Cl.[CH2:31]([OH:35])CCC. (2) Given the product [CH2:1]([O:3][C:4]([C:6]1[C:10]([C:11]2[CH:16]=[CH:15][CH:14]=[C:13]([Cl:17])[CH:12]=2)=[CH:9][S:8][C:7]=1[N:18]1[C:22](=[O:23])[C:21]2[C:20](=[CH:28][CH:27]=[CH:26][CH:25]=2)[C:19]1=[O:24])=[O:5])[CH3:2], predict the reactants needed to synthesize it. The reactants are: [CH2:1]([O:3][C:4]([C:6]1[C:10]([C:11]2[CH:16]=[CH:15][CH:14]=[C:13]([Cl:17])[CH:12]=2)=[CH:9][S:8][C:7]=1[NH2:18])=[O:5])[CH3:2].[C:19]1(=O)[O:24][C:22](=[O:23])[C:21]2=[CH:25][CH:26]=[CH:27][CH:28]=[C:20]12. (3) Given the product [OH:1][C@H:2]1[CH2:19][C@:5]2([C:20]3[CH:21]=[C:22]([C:26]4[CH:31]=[CH:30][CH:29]=[C:28]([O:32][CH3:33])[CH:27]=4)[CH:23]=[CH:24][CH:25]=3)[N:6]=[C:7]([NH:10][C:11](=[O:18])[C:12]3[CH:13]=[CH:14][CH:15]=[CH:16][CH:17]=3)[S:8][CH2:9][C@@H:4]2[CH2:3]1, predict the reactants needed to synthesize it. The reactants are: [OH:1][CH:2]1[CH2:19][C:5]2([C:20]3[CH:21]=[C:22]([C:26]4[CH:31]=[CH:30][CH:29]=[C:28]([O:32][CH3:33])[CH:27]=4)[CH:23]=[CH:24][CH:25]=3)[N:6]=[C:7]([NH:10][C:11](=[O:18])[C:12]3[CH:17]=[CH:16][CH:15]=[CH:14][CH:13]=3)[S:8][CH2:9][CH:4]2[CH2:3]1.CC(O)C.C(=O)=O. (4) Given the product [CH3:26][O:25][C:23]([CH:18]1[CH2:19][CH2:20][CH2:21][CH2:22][CH:17]1[NH:16][C:13]([C:11]1[CH:10]=[CH:9][CH:8]=[C:7]([CH:1]2[CH2:2][CH2:3][CH2:4][CH2:5][CH2:6]2)[N:12]=1)=[O:15])=[O:24], predict the reactants needed to synthesize it. The reactants are: [CH:1]1([C:7]2[N:12]=[C:11]([C:13]([OH:15])=O)[CH:10]=[CH:9][CH:8]=2)[CH2:6][CH2:5][CH2:4][CH2:3][CH2:2]1.[NH2:16][CH:17]1[CH2:22][CH2:21][CH2:20][CH2:19][CH:18]1[C:23]([O:25][CH3:26])=[O:24]. (5) Given the product [CH3:3][CH:2]([C@H:4]([CH2:20][C@H:21]([NH2:39])[C@@H:22]([OH:38])[CH2:23][C@H:24]([C:28]([NH:30][CH2:31][C:32]([C:35]([NH2:37])=[O:36])([CH3:33])[CH3:34])=[O:29])[CH:25]([CH3:26])[CH3:27])[CH2:5][C:6]1[CH:7]=[CH:8][C:9]([O:18][CH3:19])=[C:10]([O:12][CH2:13][CH2:14][CH2:15][O:16][CH3:17])[CH:11]=1)[CH3:1].[CH3:3][CH:2]([C@H:4]([CH2:20][C@H:21]([NH2:39])[C@@H:22]([OH:38])[CH2:23][C@H:24]([C:28]([NH:30][CH2:31][C:32]([C:35]([NH2:37])=[O:36])([CH3:33])[CH3:34])=[O:29])[CH:25]([CH3:26])[CH3:27])[CH2:5][C:6]1[CH:7]=[CH:8][C:9]([O:18][CH3:19])=[C:10]([O:12][CH2:13][CH2:14][CH2:15][O:16][CH3:17])[CH:11]=1)[CH3:1].[CH:52](/[C:40]([OH:48])=[O:47])=[CH:51]\[C:50]([OH:54])=[O:12], predict the reactants needed to synthesize it. The reactants are: [CH3:1][CH:2]([C@H:4]([CH2:20][C@H:21]([NH2:39])[C@@H:22]([OH:38])[CH2:23][C@H:24]([C:28]([NH:30][CH2:31][C:32]([C:35]([NH2:37])=[O:36])([CH3:34])[CH3:33])=[O:29])[CH:25]([CH3:27])[CH3:26])[CH2:5][C:6]1[CH:7]=[CH:8][C:9]([O:18][CH3:19])=[C:10]([O:12][CH2:13][CH2:14][CH2:15][O:16][CH3:17])[CH:11]=1)[CH3:3].[C:40]([O-:48])(=[O:47])C1C=CC=CC=1.[Na+].[CH2:50]([OH:54])[CH:51](O)[CH3:52]. (6) Given the product [Cl:1][C:2]1[CH:7]=[CH:6][C:5]([C:8](=[O:18])[NH:9][CH2:10][C:11]2[CH:16]=[CH:15][CH:14]=[C:13]([Cl:17])[CH:12]=2)=[CH:4][C:3]=1[NH:19][C:20]([C:22]1[C:35](=[O:36])[NH:34][C:25]2[N:26]=[C:27]([NH:42][CH2:43][C:44]([OH:46])([CH3:47])[CH3:45])[N:28]=[CH:29][C:24]=2[CH:23]=1)=[O:21], predict the reactants needed to synthesize it. The reactants are: [Cl:1][C:2]1[CH:7]=[CH:6][C:5]([C:8](=[O:18])[NH:9][CH2:10][C:11]2[CH:16]=[CH:15][CH:14]=[C:13]([Cl:17])[CH:12]=2)=[CH:4][C:3]=1[NH:19][C:20]([C:22]1[C:35](=[O:36])[NH:34][C:25]2[N:26]=[C:27](S(C)(=O)=O)[N:28]=[CH:29][C:24]=2[CH:23]=1)=[O:21].CN(C=O)C.[NH2:42][CH2:43][C:44]([CH3:47])([OH:46])[CH3:45]. (7) Given the product [S:41]1[C:37]2[CH:36]=[C:35]([C:2]3[N:11]=[C:10]([NH:12][CH2:13][CH:14]([C:21]4[CH:26]=[CH:25][CH:24]=[CH:23][CH:22]=4)[C:15]4[CH:20]=[CH:19][CH:18]=[CH:17][CH:16]=4)[C:9]4[C:4](=[CH:5][CH:6]=[CH:7][CH:8]=4)[N:3]=3)[CH:43]=[CH:42][C:38]=2[N:39]=[CH:40]1, predict the reactants needed to synthesize it. The reactants are: Cl[C:2]1[N:11]=[C:10]([NH:12][CH2:13][CH:14]([C:21]2[CH:26]=[CH:25][CH:24]=[CH:23][CH:22]=2)[C:15]2[CH:20]=[CH:19][CH:18]=[CH:17][CH:16]=2)[C:9]2[C:4](=[CH:5][CH:6]=[CH:7][CH:8]=2)[N:3]=1.CC1(C)C(C)(C)OB([C:35]2[CH:43]=[CH:42][C:38]3[N:39]=[CH:40][S:41][C:37]=3[CH:36]=2)O1.C(NC1C2C(=CC=CC=2)N=C(C2SC3C=CC=CC=3C=2)N=1)(C1C=CC=CC=1)C1C=CC=CC=1.